This data is from Catalyst prediction with 721,799 reactions and 888 catalyst types from USPTO. The task is: Predict which catalyst facilitates the given reaction. (1) Reactant: [F:1][C:2]1[CH:3]=[C:4]([N:10]2[C:14](=[O:15])[CH2:13][CH:12]([C:16](N(OC)C)=[O:17])[CH2:11]2)[CH:5]=[CH:6][C:7]=1[O:8][CH3:9].[C:22]1([Mg]Cl)[CH:27]=[CH:26][CH:25]=[CH:24][CH:23]=1.[NH4+].[Cl-]. Product: [C:16]([CH:12]1[CH2:11][N:10]([C:4]2[CH:5]=[CH:6][C:7]([O:8][CH3:9])=[C:2]([F:1])[CH:3]=2)[C:14](=[O:15])[CH2:13]1)(=[O:17])[C:22]1[CH:27]=[CH:26][CH:25]=[CH:24][CH:23]=1. The catalyst class is: 1. (2) Product: [CH2:4]1[C:5]2[CH:14]=[CH:13][CH:12]=[CH:11][C:6]=2[CH2:7][C:8](=[O:15])[NH:9][C:3]1=[O:16]. The catalyst class is: 6. Reactant: Br.Br[C:3]1[N:9]=[C:8](N)[CH2:7][C:6]2[CH:11]=[CH:12][CH:13]=[CH:14][C:5]=2[CH:4]=1.[OH2:15].[OH2:16].O.C([O-])(=O)C.[Na+]. (3) Reactant: [NH2:1][C@@H:2]([CH2:8][C:9]1[CH:14]=[CH:13][CH:12]=[CH:11][CH:10]=1)[C@H:3]([OH:7])[C:4]([OH:6])=[O:5].[Na+].[Cl-].CCN(CC)CC.Cl[C:25]([C:27]1[C:28]([CH3:37])=[C:29]([O:33][C:34](=[O:36])[CH3:35])[CH:30]=[CH:31][CH:32]=1)=[O:26].Cl.[C:39](OC(=O)C)(=[O:41])[CH3:40].CS(O)(=O)=O. Product: [C:39]([O:7][C@@H:3]([C@@H:2]([NH:1][C:25](=[O:26])[C:27]1[CH:32]=[CH:31][CH:30]=[C:29]([O:33][C:34](=[O:36])[CH3:35])[C:28]=1[CH3:37])[CH2:8][C:9]1[CH:14]=[CH:13][CH:12]=[CH:11][CH:10]=1)[C:4]([OH:6])=[O:5])(=[O:41])[CH3:40]. The catalyst class is: 20. (4) Reactant: [Br:1][C:2]1[CH:10]=[C:9]([CH3:11])[C:8]([Br:12])=[C:7]2[C:3]=1[CH2:4][CH:5]([CH3:14])[C:6]2=O.[BH4-].[Na+].Cl. Product: [Br:12][C:8]1[C:9]([CH3:11])=[CH:10][C:2]([Br:1])=[C:3]2[C:7]=1[CH:6]=[C:5]([CH3:14])[CH2:4]2. The catalyst class is: 36. (5) Reactant: Br[C:2]1[CH:3]=[CH:4][C:5]([C:8]#[C:9][C:10]2[CH:15]=[CH:14][C:13]([O:16][CH2:17][CH2:18][N:19]3[CH2:24][CH2:23][CH:22]([CH3:25])[CH2:21][CH2:20]3)=[CH:12][CH:11]=2)=[N:6][CH:7]=1.[CH:26]([C:28]1[CH:33]=[CH:32][C:31](OB(O)O)=[CH:30][CH:29]=1)=[O:27]. Product: [CH3:25][CH:22]1[CH2:23][CH2:24][N:19]([CH2:18][CH2:17][O:16][C:13]2[CH:14]=[CH:15][C:10]([C:9]#[C:8][C:5]3[N:6]=[CH:7][C:2]([C:31]4[CH:32]=[CH:33][C:28]([CH:26]=[O:27])=[CH:29][CH:30]=4)=[CH:3][CH:4]=3)=[CH:11][CH:12]=2)[CH2:20][CH2:21]1. The catalyst class is: 61. (6) Reactant: [CH3:1][O:2][C:3]1[CH:4]=[N:5][CH:6]=[C:7]([O:13][CH3:14])[C:8]=1[CH2:9][CH2:10][CH2:11][OH:12].C1(P(C2C=CC=CC=2)C2C=CC=CC=2)C=CC=CC=1.N(C(OC(C)C)=O)=NC(OC(C)C)=O.[Br:48][C:49]1[CH:50]=[C:51]([CH:60]=[CH:61][CH:62]=1)[O:52][C:53]1[C:58](O)=[CH:57][CH:56]=[CH:55][N:54]=1. Product: [Br:48][C:49]1[CH:50]=[C:51]([CH:60]=[CH:61][CH:62]=1)[O:52][C:53]1[C:58]([O:12][CH2:11][CH2:10][CH2:9][C:8]2[C:3]([O:2][CH3:1])=[CH:4][N:5]=[CH:6][C:7]=2[O:13][CH3:14])=[CH:57][CH:56]=[CH:55][N:54]=1. The catalyst class is: 1.